Dataset: Reaction yield outcomes from USPTO patents with 853,638 reactions. Task: Predict the reaction yield, written as a fraction of the theoretical maximum amount of product (1.0 means a 100% yield; for example, 0.34 means a 34% yield). The reactants are C([NH:5][S:6]([C:9]1[CH:14]=[CH:13][CH:12]=[C:11]([C:15]2[N:16]=[CH:17][N:18]([C:20]3[N:25]=[C:24]([C:26]([F:29])([F:28])[F:27])[CH:23]=[C:22]([C:30]4[CH:35]=[CH:34][C:33]([Cl:36])=[C:32]([Cl:37])[CH:31]=4)[N:21]=3)[CH:19]=2)[CH:10]=1)(=[O:8])=[O:7])(C)(C)C.C(O)(C(F)(F)F)=O. The catalyst is ClCCl. The product is [Cl:37][C:32]1[CH:31]=[C:30]([C:22]2[CH:23]=[C:24]([C:26]([F:27])([F:28])[F:29])[N:25]=[C:20]([N:18]3[CH:19]=[C:15]([C:11]4[CH:10]=[C:9]([S:6]([NH2:5])(=[O:7])=[O:8])[CH:14]=[CH:13][CH:12]=4)[N:16]=[CH:17]3)[N:21]=2)[CH:35]=[CH:34][C:33]=1[Cl:36]. The yield is 0.100.